Dataset: Full USPTO retrosynthesis dataset with 1.9M reactions from patents (1976-2016). Task: Predict the reactants needed to synthesize the given product. (1) Given the product [CH2:1]([C:3]1[N:4]=[C:5]([NH2:10])[S:6][C:7]=1[CH2:8][CH3:9])[CH3:2], predict the reactants needed to synthesize it. The reactants are: [CH2:1]([C:3]1[N:4]=[C:5]([NH2:10])[S:6][C:7]=1[C:8]#[CH:9])[CH3:2]. (2) Given the product [Br:1][C:2]1[CH:7]=[C:6]([C:13]#[C:12][CH2:11][CH2:10][OH:14])[CH:5]=[CH:4][C:3]=1[Cl:9], predict the reactants needed to synthesize it. The reactants are: [Br:1][C:2]1[CH:7]=[C:6](I)[CH:5]=[CH:4][C:3]=1[Cl:9].[CH2:10]([OH:14])[CH2:11][C:12]#[CH:13]. (3) The reactants are: Cl[C:2]1[N:7]=[C:6]([NH:8][C:9]2[NH:13][N:12]=[C:11]([CH:14]3[CH2:16][CH2:15]3)[CH:10]=2)[CH:5]=[CH:4][N:3]=1.[F:17][C:18]1[C:19]([CH2:33][NH2:34])=[CH:20][C:21]2[N:25]=[CH:24][N:23]([CH:26]3[CH2:31][CH2:30][CH2:29][CH2:28][O:27]3)[C:22]=2[CH:32]=1.CCN(C(C)C)C(C)C. Given the product [CH:14]1([C:11]2[NH:12][N:13]=[C:9]([NH:8][C:6]3[CH:5]=[CH:4][N:3]=[C:2]([NH:34][CH2:33][C:19]4[C:18]([F:17])=[CH:32][C:22]5[N:23]([CH:26]6[CH2:31][CH2:30][CH2:29][CH2:28][O:27]6)[CH:24]=[N:25][C:21]=5[CH:20]=4)[N:7]=3)[CH:10]=2)[CH2:16][CH2:15]1, predict the reactants needed to synthesize it. (4) Given the product [Br:1][C:2]1[CH:3]=[C:4]([CH3:16])[C:5]([CH:9]2[C:13](=[O:14])[CH:12]=[CH:11][C:10]2=[O:15])=[C:6]([CH3:8])[CH:7]=1, predict the reactants needed to synthesize it. The reactants are: [Br:1][C:2]1[CH:7]=[C:6]([CH3:8])[C:5]([CH:9]2[C:13](=[O:14])[CH:12]=[CH:11][CH:10]2[OH:15])=[C:4]([CH3:16])[CH:3]=1.CC(C)=O.OS(O)(=O)=O.O=[Cr](=O)=O. (5) Given the product [Cl:17][C:13]1[C:12]([F:18])=[C:11]([CH:16]=[CH:15][CH:14]=1)[CH2:10][C:8]1[C:7]([O:19][CH3:20])=[CH:6][C:5]([F:21])=[C:4]([CH:9]=1)[C:3]([OH:22])=[O:2], predict the reactants needed to synthesize it. The reactants are: C[O:2][C:3](=[O:22])[C:4]1[CH:9]=[C:8]([CH2:10][C:11]2[CH:16]=[CH:15][CH:14]=[C:13]([Cl:17])[C:12]=2[F:18])[C:7]([O:19][CH3:20])=[CH:6][C:5]=1[F:21].[OH-].[Na+].O.Cl.